This data is from Catalyst prediction with 721,799 reactions and 888 catalyst types from USPTO. The task is: Predict which catalyst facilitates the given reaction. Reactant: [CH3:1][C:2]1[O:6][C:5]([C:7]2[CH:16]=[CH:15][C:10]([C:11]([O:13]C)=[O:12])=[CH:9][CH:8]=2)=[N:4][C:3]=1[CH2:17][S:18][C:19]1[CH:24]=[CH:23][C:22]([CH3:25])=[CH:21][CH:20]=1. Product: [CH3:1][C:2]1[O:6][C:5]([C:7]2[CH:8]=[CH:9][C:10]([C:11]([OH:13])=[O:12])=[CH:15][CH:16]=2)=[N:4][C:3]=1[CH2:17][S:18][C:19]1[CH:20]=[CH:21][C:22]([CH3:25])=[CH:23][CH:24]=1. The catalyst class is: 126.